From a dataset of Catalyst prediction with 721,799 reactions and 888 catalyst types from USPTO. Predict which catalyst facilitates the given reaction. (1) Product: [CH3:17][C:7]1[CH:12]=[CH:11][C:10]([S:13]([O:1][CH2:2][CH:3]2[CH2:6][CH2:5][O:4]2)(=[O:15])=[O:14])=[CH:9][CH:8]=1. Reactant: [OH:1][CH2:2][CH:3]1[CH2:6][CH2:5][O:4]1.[C:7]1([CH3:17])[CH:12]=[CH:11][C:10]([S:13](Cl)(=[O:15])=[O:14])=[CH:9][CH:8]=1. The catalyst class is: 202. (2) Reactant: Cl[C:2]1[CH:3]=[C:4]2[C:9](=[CH:10][N:11]=1)[N:8]=[CH:7][C:6]([F:12])=[C:5]2[N:13]1[CH2:18][CH2:17][CH2:16][C@H:15]([NH:19][C:20](=[O:26])[O:21][C:22]([CH3:25])([CH3:24])[CH3:23])[CH2:14]1.C([O-])(=O)C.[K+].[B:32]1([B:32]2[O:36][C:35]([CH3:38])([CH3:37])[C:34]([CH3:40])([CH3:39])[O:33]2)[O:36][C:35]([CH3:38])([CH3:37])[C:34]([CH3:40])([CH3:39])[O:33]1.C1(P(C2CCCCC2)C2CCCCC2)CCCCC1. Product: [F:12][C:6]1[CH:7]=[N:8][C:9]2[C:4]([C:5]=1[N:13]1[CH2:18][CH2:17][CH2:16][C@H:15]([NH:19][C:20](=[O:26])[O:21][C:22]([CH3:25])([CH3:24])[CH3:23])[CH2:14]1)=[CH:3][C:2]([B:32]1[O:36][C:35]([CH3:38])([CH3:37])[C:34]([CH3:40])([CH3:39])[O:33]1)=[N:11][CH:10]=2. The catalyst class is: 62.